Dataset: Full USPTO retrosynthesis dataset with 1.9M reactions from patents (1976-2016). Task: Predict the reactants needed to synthesize the given product. Given the product [C:20]1([C:5]2[CH:6]=[CH:7][CH:8]=[CH:9][C:4]=2[N+:1]([O-:3])=[O:2])[C:28]2[C:27]3[CH:29]=[CH:30][CH:31]=[CH:32][C:26]=3[O:25][C:24]=2[CH:23]=[CH:22][CH:21]=1, predict the reactants needed to synthesize it. The reactants are: [N+:1]([C:4]1[CH:9]=[CH:8][CH:7]=[CH:6][C:5]=1C1C2C(=CC=CC=2)C=CC=1)([O-:3])=[O:2].[CH:20]1[C:28]2[C:27]3[CH:29]=[CH:30][CH:31]=[CH:32][C:26]=3[O:25][C:24]=2[C:23](B(O)O)=[CH:22][CH:21]=1.